Task: Predict the reactants needed to synthesize the given product.. Dataset: Full USPTO retrosynthesis dataset with 1.9M reactions from patents (1976-2016) (1) The reactants are: [Br:1][C:2]1[C:10]2[C:6](=[N:7][Se:8][N:9]=2)[C:5](Br)=[CH:4][CH:3]=1.[N+:12]([O-])([OH:14])=[O:13]. Given the product [Br:1][C:2]1[C:10]2[C:6](=[N:7][Se:8][N:9]=2)[C:5]([N+:12]([O-:14])=[O:13])=[CH:4][CH:3]=1, predict the reactants needed to synthesize it. (2) Given the product [CH3:22][O:21][CH2:20][CH2:19][O:18][C:14]1[CH:15]=[C:16]2[C:11](=[C:12]([N:23]([CH3:33])[S:24]([C:27]3[N:28]([CH3:32])[CH:29]=[CH:30][N:31]=3)(=[O:25])=[O:26])[CH:13]=1)[NH:10][C:9]([C:7]1[S:8][CH:4]([CH2:3][N:48]3[CH2:53][CH2:52][O:51][CH2:50][CH2:49]3)[CH2:5][N:6]=1)=[CH:17]2, predict the reactants needed to synthesize it. The reactants are: CO[CH:3](OC)[CH:4]1[S:8][C:7]([C:9]2[NH:10][C:11]3[C:16]([CH:17]=2)=[CH:15][C:14]([O:18][CH2:19][CH2:20][O:21][CH3:22])=[CH:13][C:12]=3[N:23]([CH3:33])[S:24]([C:27]2[N:28]([CH3:32])[CH:29]=[CH:30][N:31]=2)(=[O:26])=[O:25])=[N:6][CH2:5]1.FC(F)(F)C(O)=O.S(=O)(=O)(O)O.[NH:48]1[CH2:53][CH2:52][O:51][CH2:50][CH2:49]1.C(O[BH-](OC(=O)C)OC(=O)C)(=O)C.[Na+]. (3) Given the product [Br:1][C:2]1[NH:10][C:9]2[C:8](=[O:11])[N:7]3[C:12]([CH2:15][CH2:16][NH:17][C:18](=[O:27])[C:19]4[CH:24]=[CH:23][C:22]([OH:25])=[CH:21][CH:20]=4)=[N:13][N:14]=[C:6]3[N:5]([CH2:28][CH2:29][CH2:30][CH2:31][CH3:32])[C:4]=2[N:3]=1, predict the reactants needed to synthesize it. The reactants are: [Br:1][C:2]1[NH:10][C:9]2[C:8](=[O:11])[N:7]3[C:12]([CH2:15][CH2:16][NH:17][C:18](=[O:27])[C:19]4[CH:24]=[CH:23][C:22]([O:25]C)=[CH:21][CH:20]=4)=[N:13][N:14]=[C:6]3[N:5]([CH2:28][CH2:29][CH2:30][CH2:31][CH3:32])[C:4]=2[N:3]=1.B(Br)(Br)Br. (4) Given the product [CH2:33]([N:20]1[CH2:19][CH2:18][O:17][C:16]2[CH:21]=[C:12]([S:9]([NH:8][C:22]3[S:23][CH:24]=[CH:25][N:26]=3)(=[O:10])=[O:11])[CH:13]=[CH:14][C:15]1=2)[C:34]1[CH:39]=[CH:38][CH:37]=[CH:36][CH:35]=1, predict the reactants needed to synthesize it. The reactants are: COC1C=CC(C[N:8]([C:22]2[S:23][CH:24]=[CH:25][N:26]=2)[S:9]([C:12]2[CH:13]=[CH:14][C:15]3[NH:20][CH2:19][CH2:18][O:17][C:16]=3[CH:21]=2)(=[O:11])=[O:10])=CC=1.C(O)(=O)C.[CH:33](=O)[C:34]1[CH:39]=[CH:38][CH:37]=[CH:36][CH:35]=1.C(O[BH-](OC(=O)C)OC(=O)C)(=O)C.[Na+].C(O)(C(F)(F)F)=O. (5) Given the product [F:16][C:17]1[CH:22]=[CH:21][C:20]([CH:14]([C:5]2[C:4]([N+:1]([O-:3])=[O:2])=[C:13]3[C:8]([CH:9]=[CH:10][CH:11]=[N:12]3)=[CH:7][CH:6]=2)[OH:15])=[CH:19][CH:18]=1, predict the reactants needed to synthesize it. The reactants are: [N+:1]([C:4]1[C:5]([CH:14]=[O:15])=[CH:6][CH:7]=[C:8]2[C:13]=1[N:12]=[CH:11][CH:10]=[CH:9]2)([O-:3])=[O:2].[F:16][C:17]1[CH:22]=[CH:21][C:20]([Mg]Br)=[CH:19][CH:18]=1. (6) Given the product [N:11]1[CH:16]=[CH:15][CH:14]=[C:13]([C:17]2[CH:22]=[CH:21][N:20]=[C:19]([NH:23][C:24]3[CH:25]=[C:26]([CH:30]=[CH:31][CH:32]=3)[C:27]([NH:10][CH2:40][N:37]3[CH2:36][CH2:35][N:34]([CH3:33])[CH2:39][CH2:38]3)=[O:29])[N:18]=2)[CH:12]=1, predict the reactants needed to synthesize it. The reactants are: C(OP(C#[N:10])(=O)OCC)C.[N:11]1[CH:16]=[CH:15][CH:14]=[C:13]([C:17]2[CH:22]=[CH:21][N:20]=[C:19]([NH:23][C:24]3[CH:25]=[C:26]([CH:30]=[CH:31][CH:32]=3)[C:27]([OH:29])=O)[N:18]=2)[CH:12]=1.[CH3:33][N:34]1[CH2:39][CH2:38][N:37]([CH2:40]C2C=CC(N)=CC=2)[CH2:36][CH2:35]1.C(N(CC)CC)C.C(=O)([O-])O.[Na+]. (7) The reactants are: [CH:1]([CH:3]([C:5]1[C:14]2[C:9](=[CH:10][CH:11]=[CH:12][CH:13]=2)[CH:8]=[CH:7][CH:6]=1)[OH:4])=[CH2:2].[Cr](Cl)([O-])(=O)=O.[NH+]1C=CC=CC=1. Given the product [C:3]([C:5]1[C:14]2[C:9](=[CH:10][CH:11]=[CH:12][CH:13]=2)[CH:8]=[CH:7][CH:6]=1)(=[O:4])[CH:1]=[CH2:2], predict the reactants needed to synthesize it. (8) Given the product [CH2:4]1[CH:5]([NH:6][CH2:7][CH2:8][O:9][C:10]2[CH:15]=[CH:14][C:13]([C:16]3[CH:21]=[CH:20][C:19]([C:22]([OH:24])=[O:23])=[CH:18][CH:17]=3)=[CH:12][C:11]=2[C:27]2[CH:36]=[CH:35][C:34]3[C:33]([CH3:38])([CH3:37])[CH2:32][CH2:31][C:30]([CH3:40])([CH3:39])[C:29]=3[CH:28]=2)[CH2:3]1, predict the reactants needed to synthesize it. The reactants are: [OH-].[Na+].[CH2:3]1[CH:5]([NH:6][CH2:7][CH2:8][O:9][C:10]2[CH:15]=[CH:14][C:13]([C:16]3[CH:21]=[CH:20][C:19]([C:22]([O:24]CC)=[O:23])=[CH:18][CH:17]=3)=[CH:12][C:11]=2[C:27]2[CH:36]=[CH:35][C:34]3[C:33]([CH3:38])([CH3:37])[CH2:32][CH2:31][C:30]([CH3:40])([CH3:39])[C:29]=3[CH:28]=2)[CH2:4]1.